Dataset: Full USPTO retrosynthesis dataset with 1.9M reactions from patents (1976-2016). Task: Predict the reactants needed to synthesize the given product. Given the product [C:3]([CH:5]([C:22](=[O:23])[C:21]1[C:20]([NH:19][C:15]2[CH:16]=[CH:17][CH:18]=[C:13]([C:12]([F:39])([F:11])[F:38])[CH:14]=2)=[N:37][CH:36]=[CH:35][CH:34]=1)[C:6]([O:8][CH2:9][CH3:10])=[O:7])#[N:4], predict the reactants needed to synthesize it. The reactants are: [H-].[Na+].[C:3]([CH2:5][C:6]([O:8][CH2:9][CH3:10])=[O:7])#[N:4].[F:11][C:12]([F:39])([F:38])[C:13]1[CH:14]=[C:15]([NH:19][C:20]2[N:37]=[CH:36][CH:35]=[CH:34][C:21]=2[C:22](OC2C=CC([N+]([O-])=O)=CC=2)=[O:23])[CH:16]=[CH:17][CH:18]=1.